Dataset: Forward reaction prediction with 1.9M reactions from USPTO patents (1976-2016). Task: Predict the product of the given reaction. (1) Given the reactants [N:1]1[CH:6]=[CH:5][CH:4]=[CH:3][C:2]=1[C:7]1[CH2:8][C:9]([C:12]([OH:14])=O)=[N:10][N:11]=1.[NH2:15][CH2:16][CH2:17][N:18]1[CH:22]=[CH:21][C:20]([C:23]2[CH:30]=[CH:29][C:26]([C:27]#[N:28])=[C:25]([Cl:31])[CH:24]=2)=[N:19]1, predict the reaction product. The product is: [Cl:31][C:25]1[CH:24]=[C:23]([C:20]2[CH:21]=[CH:22][N:18]([CH2:17][CH2:16][NH:15][C:12]([C:9]3[NH:10][N:11]=[C:7]([C:2]4[CH:3]=[CH:4][CH:5]=[CH:6][N:1]=4)[CH:8]=3)=[O:14])[N:19]=2)[CH:30]=[CH:29][C:26]=1[C:27]#[N:28]. (2) Given the reactants [N:1]1([C:6]2[CH:13]=[CH:12][C:9]([CH:10]=[O:11])=[CH:8][CH:7]=2)[CH:5]=[CH:4][CH:3]=[CH:2]1.[Cl:14][C:15]1[CH:20]=[CH:19][C:18]([NH:21][C:22]([CH:24]2[CH2:29][CH2:28][CH2:27][NH:26][CH2:25]2)=[O:23])=[CH:17][CH:16]=1.C(OO)(C)(C)C, predict the reaction product. The product is: [N:1]1([C:6]2[CH:13]=[CH:12][C:9]([C:10]([N:26]3[CH2:27][CH2:28][CH2:29][CH:24]([C:22]([NH:21][C:18]4[CH:17]=[CH:16][C:15]([Cl:14])=[CH:20][CH:19]=4)=[O:23])[CH2:25]3)=[O:11])=[CH:8][CH:7]=2)[CH:5]=[CH:4][CH:3]=[CH:2]1.